From a dataset of Peptide-MHC class I binding affinity with 185,985 pairs from IEDB/IMGT. Regression. Given a peptide amino acid sequence and an MHC pseudo amino acid sequence, predict their binding affinity value. This is MHC class I binding data. (1) The peptide sequence is SLEYGANYFL. The MHC is HLA-A02:03 with pseudo-sequence HLA-A02:03. The binding affinity (normalized) is 0.434. (2) The peptide sequence is RAKWNNTLK. The MHC is HLA-A68:01 with pseudo-sequence HLA-A68:01. The binding affinity (normalized) is 0.426. (3) The peptide sequence is RVLGRVLPY. The MHC is HLA-B08:03 with pseudo-sequence HLA-B08:03. The binding affinity (normalized) is 0.0847. (4) The peptide sequence is GHLAASVTL. The MHC is HLA-A25:01 with pseudo-sequence YYAMYRNNVAHTDESIAYIRYQDYTWAEWAYRWY. The binding affinity (normalized) is 0.0847.